This data is from Reaction yield outcomes from USPTO patents with 853,638 reactions. The task is: Predict the reaction yield, written as a fraction of the theoretical maximum amount of product (1.0 means a 100% yield; for example, 0.34 means a 34% yield). The reactants are [N:1]([CH2:4][CH2:5][NH:6][C:7](=[O:21])[CH2:8][CH2:9][CH2:10][CH2:11][CH2:12][CH2:13][CH2:14][CH2:15][CH2:16]CCCC)=[N+:2]=[N-:3].C(Cl)(=O)CCCCCCCCC.N(CCN)=[N+]=[N-].C(N(CC)CC)C. The catalyst is ClCCl. The product is [N:1]([CH2:4][CH2:5][NH:6][C:7](=[O:21])[CH2:8][CH2:9][CH2:10][CH2:11][CH2:12][CH2:13][CH2:14][CH2:15][CH3:16])=[N+:2]=[N-:3]. The yield is 0.830.